From a dataset of Experimentally validated miRNA-target interactions with 360,000+ pairs, plus equal number of negative samples. Binary Classification. Given a miRNA mature sequence and a target amino acid sequence, predict their likelihood of interaction. (1) The miRNA is mmu-miR-103-3p with sequence AGCAGCAUUGUACAGGGCUAUGA. The protein sequence of the target gene is MGEHSPDDNIIFFKGEEDDLTPHDKMLRFVDDNGLVPSSSGTVYDRTTVLIEQDPGTLEDDEDDGQCGEPLPFLVEGEEGFLIDQEAMSQGYVQHIISPDQIHLTINPGSTPMPRNIEGATLTLQSECPETKRKEVKRYQCTFEGCPRTYSTAGNLRTHQKTHRGEYTFVCNQEGCGKAFLTSYSLRIHVRVHTKEKPFECDVQGCEKAFNTLYRLKAHQRLHTGKTFNCESQGCSKYFTTLSDLRKHIRTHTGEKPFRCDHDGCGKAFAASHHLKTHVRTHTGERPFFCPSNGCEKTFS.... Result: 1 (interaction). (2) The protein sequence of the target gene is MGPRLSVWLLLLFAALLLHEERSRAAAKGDCGGSGCGKCDCHGVKGQKGERGLPGLQGVIGFPGMQGPEGPHGPPGQKGDAGEPGLPGTKGTRGPPGAAGYPGNPGLPGIPGQDGPPGPPGIPGCNGTKGERGPLGPPGLPGFSGNPGPPGLPGMKGDPGEILGHVPGTLLKGERGFPGIPGMPGSPGLPGLQGPVGPPGFTGPPGPPGPPGPPGEKGQMGSSFQGPKGDKGEQGVSGPPGVPGQAQVKEKGDFAPTGEKGQKGEPGFPGVPGYGEKGEPGKQGPRGKPGKDGEKGERGS.... Result: 1 (interaction). The miRNA is mmu-miR-9-5p with sequence UCUUUGGUUAUCUAGCUGUAUGA. (3) The miRNA is mmu-miR-1941-5p with sequence AGGGAGAUGCUGGUACAGAGGCUU. The protein sequence of the target gene is MALRKELLKSIWYAFTALDVEKSGKVSKSQLKVLSHNLYTVLHIPHDPVALEEHFRDDDDGPVSSQGYMPYLNKYILDKVEEGAFVKEHFDELCWTLTAKKNYRADSNGNSMLSNQDAFRLWCLFNFLSEDKYPLIMVPDEVEYLLKKVLSSMSLEVSLGELEELLAQEAQVAQTTGGLSVWQFLELFNSGRCLRGVGRDTLSMAIHEVYQELIQDVLKQGYLWKRGHLRRNWAERWFQLQPSCLCYFGSEECKEKRGIIPLDAHCCVEVLPDRDGKRCMFCVKTANRTYEMSASDTRQR.... Result: 0 (no interaction). (4) The miRNA is hsa-miR-6858-3p with sequence CAGCCAGCCCCUGCUCACCCCU. The protein sequence of the target gene is MAAANRGSKPRVRSIRFAAGHDAEGSQSHVHFDEKLHDSVVMVTQESDNSFLVKVGFLKILHRYEITFTLPPVRRLSKDIRETPVHSLHLKLLSVTPTSEGYSIKCEYSAHKEGVLKEEMLLACEGDIGTCVRVTVQARVMDRHHGTPMLLDGVKCVGAELEYDSEQSDWLGFD. Result: 0 (no interaction). (5) The miRNA is mmu-miR-3092-3p with sequence GAAUGGGGCUGUUUCCCCUCC. The protein sequence of the target gene is MSRRSMLLAWALPSLLRLGAAQETEDPACCSPIVPRNEWKALASECAQHLSLPLRYVVVSHTAGSSCNTPASCQQQARNVQHYHMKTLGWCDVGYNFLIGEDGLVYEGRGWNFTGAHSGHLWNPMSIGISFMGNYMDRVPTPQAIRAAQGLLACGVAQGALRSNYVLKGHRDVQRTLSPGNQLYHLIQNWPHYRSP. Result: 0 (no interaction).